From a dataset of Forward reaction prediction with 1.9M reactions from USPTO patents (1976-2016). Predict the product of the given reaction. (1) Given the reactants FC(F)(F)C(O)=O.[NH:8]1[CH2:11][CH:10]([O:12][C:13]2[CH:18]=[C:17]([CH3:19])[C:16]([C:20]3[CH:25]=[CH:24][CH:23]=[C:22]([CH2:26][O:27][C:28]4[CH:41]=[CH:40][C:31]5[C@H:32]([CH2:35][C:36]([O:38][CH3:39])=[O:37])[CH2:33][O:34][C:30]=5[CH:29]=4)[CH:21]=3)=[C:15]([CH3:42])[CH:14]=2)[CH2:9]1.C(N(CC)CC)C.[C:50]([CH2:52][C:53](Cl)=[O:54])#[N:51].O, predict the reaction product. The product is: [C:50]([CH2:52][C:53]([N:8]1[CH2:11][CH:10]([O:12][C:13]2[CH:14]=[C:15]([CH3:42])[C:16]([C:20]3[CH:25]=[CH:24][CH:23]=[C:22]([CH2:26][O:27][C:28]4[CH:41]=[CH:40][C:31]5[C@H:32]([CH2:35][C:36]([O:38][CH3:39])=[O:37])[CH2:33][O:34][C:30]=5[CH:29]=4)[CH:21]=3)=[C:17]([CH3:19])[CH:18]=2)[CH2:9]1)=[O:54])#[N:51]. (2) Given the reactants [CH3:1][N:2]1[C:10](=[O:11])[C:9]2[N:8](CC=C)[C:7]([C:15]#[N:16])=[N:6][C:5]=2[N:4]([CH2:17][CH2:18][CH2:19][CH2:20][CH3:21])[C:3]1=[O:22].N1CCOCC1.CS(C)=O, predict the reaction product. The product is: [CH3:1][N:2]1[C:10](=[O:11])[C:9]2[NH:8][C:7]([C:15]#[N:16])=[N:6][C:5]=2[N:4]([CH2:17][CH2:18][CH2:19][CH2:20][CH3:21])[C:3]1=[O:22]. (3) Given the reactants [N+:28]([C:18]1[CH:19]=[C:20]([CH:26]=[CH:27][C:17]=1[S:16][S:16][C:17]1[CH:27]=[CH:26][C:20]([C:21]([O:23][CH2:24][CH3:25])=[O:22])=[CH:19][C:18]=1[N+:28]([O-:30])=[O:29])[C:21]([O:23][CH2:24][CH3:25])=[O:22])([O-:30])=[O:29].SC[C@H]([C@@H](CS)O)O.CN1CCOCC1.[CH2:46]([C@@H:53]1[CH2:57][O:56][C:55](=[O:58])[N:54]1[C:59](=[O:73])[C@H:60](Br)[CH2:61][CH2:62][CH2:63][C:64]1[CH:69]=[CH:68][C:67]([O:70][CH3:71])=[CH:66][CH:65]=1)[C:47]1[CH:52]=[CH:51][CH:50]=[CH:49][CH:48]=1, predict the reaction product. The product is: [CH2:46]([C@@H:53]1[CH2:57][O:56][C:55](=[O:58])[N:54]1[C:59]([C@@H:60]([S:16][C:17]1[CH:27]=[CH:26][C:20]([C:21]([O:23][CH2:24][CH3:25])=[O:22])=[CH:19][C:18]=1[N+:28]([O-:30])=[O:29])[CH2:61][CH2:62][CH2:63][C:64]1[CH:69]=[CH:68][C:67]([O:70][CH3:71])=[CH:66][CH:65]=1)=[O:73])[C:47]1[CH:48]=[CH:49][CH:50]=[CH:51][CH:52]=1. (4) Given the reactants C([O:3][C:4](=[O:47])[CH2:5][CH2:6][CH2:7][O:8][C:9]1[CH:14]=[CH:13][CH:12]=[C:11]([CH2:15][CH2:16][CH2:17][CH2:18][CH2:19][CH2:20][O:21][C:22]2[CH:27]=[C:26]([O:28][CH2:29][CH3:30])[CH:25]=[C:24]([C:31]3[CH:32]=[CH:33][C:34]4[S:38][CH:37]=[N:36][C:35]=4[CH:39]=3)[CH:23]=2)[C:10]=1[CH2:40][CH2:41][C:42]([O:44]CC)=[O:43])C.[OH-].[Na+], predict the reaction product. The product is: [S:38]1[C:34]2[CH:33]=[CH:32][C:31]([C:24]3[CH:23]=[C:22]([CH:27]=[C:26]([O:28][CH2:29][CH3:30])[CH:25]=3)[O:21][CH2:20][CH2:19][CH2:18][CH2:17][CH2:16][CH2:15][C:11]3[C:10]([CH2:40][CH2:41][C:42]([OH:44])=[O:43])=[C:9]([CH:14]=[CH:13][CH:12]=3)[O:8][CH2:7][CH2:6][CH2:5][C:4]([OH:47])=[O:3])=[CH:39][C:35]=2[N:36]=[CH:37]1. (5) Given the reactants [Br:1][C:2]1[CH:3]=[C:4]([SH:8])[CH:5]=[CH:6][CH:7]=1.[CH3:9][O-].[Na+].CI.[OH-].[Na+], predict the reaction product. The product is: [Br:1][C:2]1[CH:3]=[C:4]([S:8][CH3:9])[CH:5]=[CH:6][CH:7]=1.